Dataset: Catalyst prediction with 721,799 reactions and 888 catalyst types from USPTO. Task: Predict which catalyst facilitates the given reaction. (1) Reactant: [Br:1][C:2]1[CH:7]=[C:6]([N+:8]([O-:10])=[O:9])[C:5]([CH3:11])=[CH:4][C:3]=1[O:12][CH3:13].CN(C(OC)[O:18]C)C. Product: [Br:1][C:2]1[C:3]([O:12][CH3:13])=[CH:4][C:5]([CH:11]=[O:18])=[C:6]([N+:8]([O-:10])=[O:9])[CH:7]=1. The catalyst class is: 18. (2) Reactant: [CH2:1]([C:4]1[S:28][C:7]2[N:8]=[C:9]([C:25](O)=[O:26])[N:10]=[C:11]([N:12]3[CH2:17][CH2:16][N:15]4[C:18]([C:21]([F:24])([F:23])[F:22])=[N:19][N:20]=[C:14]4[CH2:13]3)[C:6]=2[CH:5]=1)[CH2:2][CH3:3].[NH2:29][CH2:30][CH:31]([OH:34])[CH2:32][OH:33].CN(C(ON1N=NC2C=CC=NC1=2)=[N+](C)C)C.F[P-](F)(F)(F)(F)F.C(N(CC)CC)C. Product: [OH:34][CH:31]([CH2:32][OH:33])[CH2:30][NH:29][C:25]([C:9]1[N:10]=[C:11]([N:12]2[CH2:17][CH2:16][N:15]3[C:18]([C:21]([F:23])([F:22])[F:24])=[N:19][N:20]=[C:14]3[CH2:13]2)[C:6]2[CH:5]=[C:4]([CH2:1][CH2:2][CH3:3])[S:28][C:7]=2[N:8]=1)=[O:26]. The catalyst class is: 9. (3) Reactant: [CH3:1][CH:2]([C:4]1[CH:5]=[N:6][C:7]2[C:12]([C:13]=1[C:14]1[CH:19]=[CH:18][CH:17]=[C:16]([OH:20])[CH:15]=1)=[CH:11][CH:10]=[CH:9][C:8]=2[Cl:21])[CH3:3].C(N(CC)CC)C.[CH3:29][S:30]([C:33]1[CH:34]=[C:35]([CH:39]=[CH:40][CH:41]=1)[C:36](Cl)=[O:37])(=[O:32])=[O:31].C([O-])(O)=O.[Na+]. Product: [CH3:29][S:30]([C:33]1[CH:34]=[C:35]([CH:39]=[CH:40][CH:41]=1)[C:36]([O:20][C:16]1[CH:17]=[CH:18][CH:19]=[C:14]([C:13]2[C:12]3[C:7](=[C:8]([Cl:21])[CH:9]=[CH:10][CH:11]=3)[N:6]=[CH:5][C:4]=2[CH:2]([CH3:1])[CH3:3])[CH:15]=1)=[O:37])(=[O:31])=[O:32]. The catalyst class is: 2.